This data is from Reaction yield outcomes from USPTO patents with 853,638 reactions. The task is: Predict the reaction yield, written as a fraction of the theoretical maximum amount of product (1.0 means a 100% yield; for example, 0.34 means a 34% yield). (1) The reactants are [OH:1][CH2:2][CH2:3][O:4][C@H:5]1[CH2:10][CH2:9][C@H:8]([N:11]2[C:16](=[O:17])[C:15]([CH2:18][C:19]3[CH:24]=[CH:23][C:22]([C:25]4[C:26]([C:31]#[N:32])=[CH:27][CH:28]=[CH:29][CH:30]=4)=[CH:21][CH:20]=3)=[C:14]([CH2:33][CH2:34][CH3:35])[N:13]3[N:36]=[CH:37][N:38]=[C:12]23)[CH2:7][CH2:6]1.C(N(CC)CC)C.Cl. The catalyst is CS(C)=O. The product is [O:17]=[C:16]1[C:15]([CH2:18][C:19]2[CH:24]=[CH:23][C:22]([C:25]3[C:26]([C:31]#[N:32])=[CH:27][CH:28]=[CH:29][CH:30]=3)=[CH:21][CH:20]=2)=[C:14]([CH2:33][CH2:34][CH3:35])[N:13]2[N:36]=[CH:37][N:38]=[C:12]2[N:11]1[C@H:8]1[CH2:7][CH2:6][C@H:5]([O:4][CH2:3][CH:2]=[O:1])[CH2:10][CH2:9]1. The yield is 0.230. (2) The reactants are [CH3:1][C:2]1[CH:12]=[CH:11][C:5]2[NH:6][C:7](=[O:10])[CH2:8][O:9][C:4]=2[CH:3]=1.C([O-])([O-])=O.[Cs+].[Cs+].[Cl:19][CH2:20][CH2:21][CH2:22]I. The catalyst is CCCCCCC.CCOC(C)=O. The product is [Cl:19][CH2:20][CH2:21][CH2:22][N:6]1[C:5]2[CH:11]=[CH:12][C:2]([CH3:1])=[CH:3][C:4]=2[O:9][CH2:8][C:7]1=[O:10]. The yield is 0.790. (3) The reactants are [NH2:1][C@H:2]([C:5]([OH:7])=[O:6])[CH2:3][SH:4].[OH-].[Na+].[CH3:10]I.Cl[C:13]([O:15][CH3:16])=[O:14].Cl. The catalyst is CO. The product is [CH3:16][O:15][C:13]([NH:1][C@H:2]([C:5]([OH:7])=[O:6])[CH2:3][S:4][CH3:10])=[O:14]. The yield is 0.750. (4) The reactants are Br.[CH3:2][CH:3]1[NH:8][CH2:7][CH2:6][N:5]([C:9]2[CH:14]=[CH:13][CH:12]=[CH:11][N:10]=2)[CH2:4]1.Cl[CH2:16][C:17]1[NH:21][C:20]2[CH:22]=[CH:23][CH:24]=[CH:25][C:19]=2[N:18]=1.C(=O)([O-])[O-].[Cs+].[Cs+]. The catalyst is CN(C)C=O. The product is [CH3:2][CH:3]1[CH2:4][N:5]([C:9]2[CH:14]=[CH:13][CH:12]=[CH:11][N:10]=2)[CH2:6][CH2:7][N:8]1[CH2:16][C:17]1[NH:21][C:20]2[CH:22]=[CH:23][CH:24]=[CH:25][C:19]=2[N:18]=1. The yield is 0.360. (5) The reactants are [CH3:1][C:2]1[CH:7]=[CH:6][C:5]([C:8]2[CH:13]=[C:12]([N+:14]([O-:16])=[O:15])[CH:11]=[C:10]([C:17]([OH:19])=[O:18])[CH:9]=2)=[CH:4][CH:3]=1.O=S(Cl)Cl.[CH3:24]O. No catalyst specified. The product is [CH3:24][O:18][C:17]([C:10]1[CH:9]=[C:8]([C:5]2[CH:6]=[CH:7][C:2]([CH3:1])=[CH:3][CH:4]=2)[CH:13]=[C:12]([N+:14]([O-:16])=[O:15])[CH:11]=1)=[O:19]. The yield is 0.920. (6) The reactants are [N:1]1[CH:6]=[C:5]([CH2:7][NH2:8])[CH:4]=[N:3][CH:2]=1.C[Al](C)C.[Cl:13][C:14]1[CH:15]=[C:16]([CH:21]([C:36]([F:39])([F:38])[F:37])/[CH:22]=[CH:23]/[C:24]2[CH:34]=[CH:33][C:27]([C:28](OCC)=[O:29])=[C:26]([CH3:35])[CH:25]=2)[CH:17]=[C:18]([Cl:20])[CH:19]=1. The catalyst is C(Cl)Cl. The product is [Cl:13][C:14]1[CH:15]=[C:16]([CH:21]([C:36]([F:39])([F:37])[F:38])/[CH:22]=[CH:23]/[C:24]2[CH:34]=[CH:33][C:27]([C:28]([NH:8][CH2:7][C:5]3[CH:6]=[N:1][CH:2]=[N:3][CH:4]=3)=[O:29])=[C:26]([CH3:35])[CH:25]=2)[CH:17]=[C:18]([Cl:20])[CH:19]=1. The yield is 0.550. (7) The reactants are [C:1]([C:3]1[S:4][C:5]2[C:11]([C:12]#[N:13])=[C:10](/[N:14]=[CH:15]/[N:16](C)C)[CH:9]=[CH:8][C:6]=2[N:7]=1)#[N:2].[Cl:19][C:20]1[CH:26]=[CH:25][C:23](N)=[CH:22][CH:21]=1.[K+].[Br-]. The catalyst is C(Cl)Cl.CCOC(C)=O. The product is [Cl:19][C:20]1[CH:26]=[CH:25][C:23]([NH:13][C:12]2[C:11]3[C:10](=[CH:9][CH:8]=[C:6]4[N:7]=[C:3]([C:1]#[N:2])[S:4][C:5]4=3)[N:14]=[CH:15][N:16]=2)=[CH:22][CH:21]=1. The yield is 0.890.